This data is from Reaction yield outcomes from USPTO patents with 853,638 reactions. The task is: Predict the reaction yield, written as a fraction of the theoretical maximum amount of product (1.0 means a 100% yield; for example, 0.34 means a 34% yield). (1) The reactants are [NH2:1][C@H:2]1[C@H:7]2[O:8][C@H:4]([CH2:5][CH2:6]2)[C@H:3]1[C:9]([O:11][CH3:12])=[O:10].[F:13][C:14]1[CH:21]=[CH:20][C:17]([CH:18]=O)=[CH:16][C:15]=1[CH3:22].C([BH3-])#N.[Na+].C(=O)(O)[O-].[Na+]. The catalyst is CO.C(OCC)(=O)C.C(O)(=O)C. The product is [F:13][C:14]1[CH:21]=[CH:20][C:17]([CH2:18][NH:1][C@H:2]2[C@H:7]3[O:8][C@H:4]([CH2:5][CH2:6]3)[C@H:3]2[C:9]([O:11][CH3:12])=[O:10])=[CH:16][C:15]=1[CH3:22]. The yield is 0.800. (2) The reactants are [Cl:1][C:2]1[CH:3]=[CH:4][C:5]([CH:24]=[O:25])=[C:6]2[C:10]=1[N:9]=[C:8]1[N:11]([C:15]3[C:16]([CH3:23])=[N:17][C:18]([O:21][CH3:22])=[CH:19][CH:20]=3)[CH2:12][CH2:13][CH2:14][N:7]21.[CH2:26]([Mg]Br)[CH3:27]. The catalyst is O1CCCC1. The product is [Cl:1][C:2]1[C:10]2[N:9]=[C:8]3[N:11]([C:15]4[C:16]([CH3:23])=[N:17][C:18]([O:21][CH3:22])=[CH:19][CH:20]=4)[CH2:12][CH2:13][CH2:14][N:7]3[C:6]=2[C:5]([CH:24]([OH:25])[CH2:26][CH3:27])=[CH:4][CH:3]=1. The yield is 0.970. (3) The reactants are I[C:2]1[CH:3]=[N:4][CH:5]=[CH:6][CH:7]=1.[C:8]([C:10]1[CH:15]=[CH:14][C:13]([F:16])=[C:12]([F:17])[CH:11]=1)#[CH:9]. No catalyst specified. The product is [F:17][C:12]1[CH:11]=[C:10]([C:8]#[C:9][C:2]2[CH:3]=[N:4][CH:5]=[CH:6][CH:7]=2)[CH:15]=[CH:14][C:13]=1[F:16]. The yield is 0.210. (4) The reactants are [Br:1][C:2]1[CH:3]=[C:4]2[C:11]3([C:15](=[O:16])[NH:14][C:13](=O)[NH:12]3)[CH2:10][C:9]([CH3:24])([C:18]3[CH:23]=[CH:22][CH:21]=[CH:20][CH:19]=3)[O:8][C:5]2=[CH:6][CH:7]=1.COC1C=CC(P2(SP(C3C=CC(OC)=CC=3)(=S)S2)=[S:34])=CC=1. The catalyst is O1CCOCC1. The yield is 0.610. The product is [Br:1][C:2]1[CH:3]=[C:4]2[C:11]3([C:15](=[O:16])[NH:14][C:13](=[S:34])[NH:12]3)[CH2:10][C:9]([CH3:24])([C:18]3[CH:23]=[CH:22][CH:21]=[CH:20][CH:19]=3)[O:8][C:5]2=[CH:6][CH:7]=1. (5) The reactants are [C:1]([C:3]1[CH:11]=[CH:10][C:6]([C:7]([OH:9])=O)=[CH:5][CH:4]=1)#[N:2].CCN(C(C)C)C(C)C.F[P-](F)(F)(F)(F)F.CN(C(N(C)C)=[N+]1C2C(=NC=CC=2)[N+]([O-])=N1)C.[NH2:45][C@@H:46]([CH2:56][CH2:57][CH2:58][N:59]([C@@H:63]1[CH2:65][C@H:64]1[C:66]1[CH:71]=[CH:70][C:69]([F:72])=[CH:68][CH:67]=1)[CH2:60][CH:61]=[CH2:62])[C:47]([N:49]1[CH2:54][CH2:53][CH:52]([OH:55])[CH2:51][CH2:50]1)=[O:48]. The catalyst is C(Cl)Cl. The product is [C:1]([C:3]1[CH:4]=[CH:5][C:6]([C:7]([NH:45][C@@H:46]([CH2:56][CH2:57][CH2:58][N:59]([C@@H:63]2[CH2:65][C@H:64]2[C:66]2[CH:67]=[CH:68][C:69]([F:72])=[CH:70][CH:71]=2)[CH2:60][CH:61]=[CH2:62])[C:47]([N:49]2[CH2:50][CH2:51][CH:52]([OH:55])[CH2:53][CH2:54]2)=[O:48])=[O:9])=[CH:10][CH:11]=1)#[N:2]. The yield is 1.20. (6) The reactants are Cl.[NH2:2][C:3]1[CH:4]=[C:5]([CH:9]=[C:10]([Cl:13])[C:11]=1[NH2:12])[C:6]([O-:8])=[O:7].[C:14](CC(=O)C)(=O)[CH3:15].[CH2:21](O)C. No catalyst specified. The product is [Cl:13][C:10]1[C:11]2[NH:12][C:14]([CH3:15])=[N:2][C:3]=2[CH:4]=[C:5]([C:6]([O:8][CH3:21])=[O:7])[CH:9]=1. The yield is 0.590.